From a dataset of Full USPTO retrosynthesis dataset with 1.9M reactions from patents (1976-2016). Predict the reactants needed to synthesize the given product. (1) Given the product [NH2:14][C:9]1[C:8]([C:6]2[O:5][N:4]=[C:3]([CH2:2][OH:1])[CH:7]=2)=[CH:13][CH:12]=[CH:11][N:10]=1, predict the reactants needed to synthesize it. The reactants are: [OH:1][CH2:2][C:3]1[CH:7]=[C:6]([C:8]2[C:9]([NH:14]C(=O)C(C)(C)C)=[N:10][CH:11]=[CH:12][CH:13]=2)[O:5][N:4]=1.CO.[OH-].[Na+]. (2) Given the product [CH3:35][O:32][C:29](=[O:30])[C:17]1[CH:22]=[C:21]([O:23][CH3:24])[CH:20]=[C:19]([C:25]2[C:26](=[NH:27])[N:3]([CH2:1][CH3:2])[C:4]3[N:5]=[C:6]([S:12][CH3:13])[N:7]=[CH:8][C:9]=3[CH:10]=2)[CH:18]=1, predict the reactants needed to synthesize it. The reactants are: [CH2:1]([NH:3][C:4]1[C:9]([CH:10]=O)=[CH:8][N:7]=[C:6]([S:12][CH3:13])[N:5]=1)[CH3:2].COC(=O)[C:17]1[CH:22]=[C:21]([O:23][CH3:24])[CH:20]=[C:19]([CH2:25][C:26]#[N:27])[CH:18]=1.[C:29]([O-:32])([O-])=[O:30].[K+].[K+].[CH3:35]N(C=O)C.